This data is from Full USPTO retrosynthesis dataset with 1.9M reactions from patents (1976-2016). The task is: Predict the reactants needed to synthesize the given product. Given the product [O:11]=[C:9]1[NH:1][C@H:2]([C:3]([OH:5])=[O:4])[CH2:6][CH2:7][CH2:8]1, predict the reactants needed to synthesize it. The reactants are: [NH2:1][C@@H:2]([CH2:6][CH2:7][CH2:8][C:9]([OH:11])=O)[C:3]([OH:5])=[O:4].